From a dataset of NCI-60 drug combinations with 297,098 pairs across 59 cell lines. Regression. Given two drug SMILES strings and cell line genomic features, predict the synergy score measuring deviation from expected non-interaction effect. Drug 1: CCCCCOC(=O)NC1=NC(=O)N(C=C1F)C2C(C(C(O2)C)O)O. Drug 2: C(CC(=O)O)C(=O)CN.Cl. Cell line: SF-268. Synergy scores: CSS=9.51, Synergy_ZIP=-2.47, Synergy_Bliss=4.91, Synergy_Loewe=-4.44, Synergy_HSA=-0.245.